From a dataset of Forward reaction prediction with 1.9M reactions from USPTO patents (1976-2016). Predict the product of the given reaction. (1) Given the reactants [CH3:1][O:2][C:3]1[CH:4]=[C:5]2[C:10](=[CH:11][CH:12]=1)[CH:9]=[C:8]([CH2:13][CH2:14][NH2:15])[CH:7]=[CH:6]2.C(N(CC)CC)C.[CH3:23][S:24](Cl)(=[O:26])=[O:25], predict the reaction product. The product is: [CH3:1][O:2][C:3]1[CH:4]=[C:5]2[C:10](=[CH:11][CH:12]=1)[CH:9]=[C:8]([CH2:13][CH2:14][NH:15][S:24]([CH3:23])(=[O:26])=[O:25])[CH:7]=[CH:6]2. (2) Given the reactants [CH:1]1([N:7]2[C:12](=[O:13])[CH2:11][C:10](=[O:14])[N:9]([CH:15]3[CH2:20][CH2:19][CH2:18][N:17](C(OCC4C=CC=CC=4)=O)[CH2:16]3)[C:8]2=[O:31])[CH2:6][CH2:5][CH2:4][CH2:3][CH2:2]1.Cl.NC1CCC[N:36]([C:40](OCC2C=CC=CC=2)=[O:41])C1.C(N(C(C)C)CC)(C)C.C1(N=C=[O:67])CCCCC1.C(Cl)(=O)[CH2:69][C:70](Cl)=[O:71], predict the reaction product. The product is: [CH:1]1([N:7]2[C:12](=[O:13])[C:11]([C:40]([NH:36][CH2:69][C:70]([OH:71])=[O:67])=[O:41])=[C:10]([OH:14])[N:9]([CH:15]3[CH2:20][CH2:19][CH2:18][NH:17][CH2:16]3)[C:8]2=[O:31])[CH2:6][CH2:5][CH2:4][CH2:3][CH2:2]1.